From a dataset of Reaction yield outcomes from USPTO patents with 853,638 reactions. Predict the reaction yield, written as a fraction of the theoretical maximum amount of product (1.0 means a 100% yield; for example, 0.34 means a 34% yield). (1) The reactants are P(Cl)(Cl)([Cl:3])=O.[Br:6][C:7]1[CH:8]=[C:9]2[N:16]([S:17]([C:20]3[CH:25]=[CH:24][CH:23]=[CH:22][CH:21]=3)(=[O:19])=[O:18])[CH:15]=[CH:14][C:10]2=[N+:11]([O-])[CH:12]=1.C(N(CC)CC)C. The catalyst is C(Cl)Cl. The product is [C:20]1([S:17]([N:16]2[C:9]3[C:10](=[N:11][C:12]([Cl:3])=[C:7]([Br:6])[CH:8]=3)[CH:14]=[CH:15]2)(=[O:19])=[O:18])[CH:25]=[CH:24][CH:23]=[CH:22][CH:21]=1. The yield is 0.470. (2) The reactants are [OH:1][C@H:2]1[CH2:6][N:5]([C:7](=[O:26])[C@@H:8]([NH:18][C:19](=[O:25])[O:20][C:21]([CH3:24])([CH3:23])[CH3:22])[C@H:9]([CH3:17])[CH2:10][CH:11]([CH3:16])[CH2:12][CH2:13][CH:14]=[CH2:15])[C@H:4]([C:27](=[O:44])[NH:28][C@:29]2([C:34](=[O:43])[NH:35][S:36]([C:39]3([CH3:42])[CH2:41][CH2:40]3)(=[O:38])=[O:37])[CH2:31][C@H:30]2C=C)[CH2:3]1. The catalyst is ClCCCl.CC1C=C(C)C(N2C(=[Ru](Cl)(Cl)=CC3C=CC=CC=3OC(C)C)N(C3C(C)=CC(C)=CC=3C)CC2)=C(C)C=1. The product is [OH:1][C@H:2]1[CH2:6][N:5]2[C:7](=[O:26])[C@@H:8]([NH:18][C:19](=[O:25])[O:20][C:21]([CH3:23])([CH3:22])[CH3:24])[C@H:9]([CH3:17])[CH2:10][CH:11]([CH3:16])[CH2:12][CH2:13][CH:14]=[CH:15][C@@H:30]3[CH2:31][C@@:29]3([C:34](=[O:43])[NH:35][S:36]([C:39]3([CH3:42])[CH2:40][CH2:41]3)(=[O:37])=[O:38])[NH:28][C:27](=[O:44])[C@@H:4]2[CH2:3]1. The yield is 0.700. (3) The reactants are Cl.[NH2:2][CH:3]([C:11]1[CH:16]=[CH:15][CH:14]=[CH:13][CH:12]=1)[C:4]1[CH:5]=[C:6]([OH:10])[CH:7]=[CH:8][CH:9]=1.C(N(C(C)C)CC)(C)C.[C:26](O[C:26]([O:28][C:29]([CH3:32])([CH3:31])[CH3:30])=[O:27])([O:28][C:29]([CH3:32])([CH3:31])[CH3:30])=[O:27].C(=O)([O-])[O-].[K+].[K+]. The catalyst is ClCCl.CO. The product is [C:29]([O:28][C:26](=[O:27])[NH:2][CH:3]([C:4]1[CH:9]=[CH:8][CH:7]=[C:6]([OH:10])[CH:5]=1)[C:11]1[CH:16]=[CH:15][CH:14]=[CH:13][CH:12]=1)([CH3:32])([CH3:31])[CH3:30]. The yield is 0.920. (4) The catalyst is C1COCC1. The reactants are [CH3:1][NH:2][C:3](=[O:15])[C:4]1[CH:9]=[CH:8][CH:7]=[C:6]([C:10]2[O:14][CH:13]=[N:12][CH:11]=2)[CH:5]=1.[Li]CCCC.[Cl:21]C(Cl)(Cl)C(Cl)(Cl)Cl. The product is [Cl:21][C:13]1[O:14][C:10]([C:6]2[CH:5]=[C:4]([CH:9]=[CH:8][CH:7]=2)[C:3]([NH:2][CH3:1])=[O:15])=[CH:11][N:12]=1. The yield is 0.210. (5) The reactants are [Si:1]([O:8][C@H:9]1[CH2:13][C@H:12]([N:14]2[C:18]3[N:19]=[CH:20][N:21]=[C:22]([NH:23][C@@H:24]4[C:32]5[C:27](=[CH:28][CH:29]=[CH:30][CH:31]=5)[CH2:26][CH2:25]4)[C:17]=3[CH:16]=[CH:15]2)[CH2:11][C@H:10]1[CH2:33][CH:34]=[O:35])([C:4]([CH3:7])([CH3:6])[CH3:5])([CH3:3])[CH3:2].CO.[BH4-].[Na+]. No catalyst specified. The product is [Si:1]([O:8][C@H:9]1[CH2:13][C@H:12]([N:14]2[C:18]3[N:19]=[CH:20][N:21]=[C:22]([NH:23][C@@H:24]4[C:32]5[C:27](=[CH:28][CH:29]=[CH:30][CH:31]=5)[CH2:26][CH2:25]4)[C:17]=3[CH:16]=[CH:15]2)[CH2:11][C@H:10]1[CH2:33][CH2:34][OH:35])([C:4]([CH3:7])([CH3:6])[CH3:5])([CH3:2])[CH3:3]. The yield is 0.450.